From a dataset of Full USPTO retrosynthesis dataset with 1.9M reactions from patents (1976-2016). Predict the reactants needed to synthesize the given product. Given the product [CH3:1][O:2][C:3](=[O:17])[NH:4][C:5]1[S:6][C:7]2[C:13]([C:23]3[CH:22]=[CH:21][N:20]=[C:19]([CH3:18])[CH:24]=3)=[CH:12][CH:11]=[C:10]([O:15][CH3:16])[C:8]=2[N:9]=1, predict the reactants needed to synthesize it. The reactants are: [CH3:1][O:2][C:3](=[O:17])[NH:4][C:5]1[S:6][C:7]2[C:13](I)=[CH:12][CH:11]=[C:10]([O:15][CH3:16])[C:8]=2[N:9]=1.[CH3:18][C:19]1[CH:24]=[C:23]([Sn](C)(C)C)[CH:22]=[CH:21][N:20]=1.